From a dataset of Forward reaction prediction with 1.9M reactions from USPTO patents (1976-2016). Predict the product of the given reaction. (1) The product is: [NH2:15][C:16]1[N:17]=[CH:18][C:19]([CH:22]([OH:44])[C:23]([N:26]2[CH2:27][CH2:28][C:29]3([C:33](=[O:34])[N:32]([C:35]4[CH2:36][O:37][C:38](=[O:40])[CH:39]=4)[CH:31]([CH3:41])[CH2:30]3)[CH2:42][CH2:43]2)([CH3:25])[CH3:24])=[N:20][CH:21]=1. Given the reactants CN1C(=O)CC(=O)N(C)C1=O.C([N:15](CC=C)[C:16]1[N:17]=[CH:18][C:19]([CH:22]([OH:44])[C:23]([N:26]2[CH2:43][CH2:42][C:29]3([C:33](=[O:34])[N:32]([C:35]4[CH2:36][O:37][C:38](=[O:40])[CH:39]=4)[CH:31]([CH3:41])[CH2:30]3)[CH2:28][CH2:27]2)([CH3:25])[CH3:24])=[N:20][CH:21]=1)C=C.C(=O)(O)[O-].[Na+], predict the reaction product. (2) Given the reactants [CH3:1][C:2]1([CH3:17])[O:6][C@@H:5]([C:7]2[CH:12]=[CH:11][C:10]([N+:13]([O-])=O)=[C:9]([CH3:16])[CH:8]=2)[CH2:4][O:3]1, predict the reaction product. The product is: [CH3:1][C:2]1([CH3:17])[O:6][C@@H:5]([C:7]2[CH:12]=[CH:11][C:10]([NH2:13])=[C:9]([CH3:16])[CH:8]=2)[CH2:4][O:3]1. (3) Given the reactants C1(P(C2C=CC=CC=2)C2C=CC=CC=2)C=CC=CC=1.[N:20]([CH:23]([C:31]1[CH:36]=[CH:35][CH:34]=[C:33]([Cl:37])[CH:32]=1)[CH2:24][C:25]1[O:29][N:28]=[C:27]([CH3:30])[CH:26]=1)=[N+]=[N-].O, predict the reaction product. The product is: [Cl:37][C:33]1[CH:32]=[C:31]([CH:23]([NH2:20])[CH2:24][C:25]2[O:29][N:28]=[C:27]([CH3:30])[CH:26]=2)[CH:36]=[CH:35][CH:34]=1. (4) Given the reactants [CH3:1][C:2]1[C:10]([C:11]2[S:15][C:14]([C:16](O)=[O:17])=[C:13]([C:19]3[CH:24]=[CH:23][CH:22]=[CH:21][CH:20]=3)[CH:12]=2)=[C:5]2[CH:6]=[CH:7][CH:8]=[CH:9][N:4]2[N:3]=1.CC[N:27]=C=NCCCN(C)C.C1C=CC2N(O)N=NC=2C=1.[Cl-].[NH4+], predict the reaction product. The product is: [CH3:1][C:2]1[C:10]([C:11]2[S:15][C:14]([C:16]([NH2:27])=[O:17])=[C:13]([C:19]3[CH:20]=[CH:21][CH:22]=[CH:23][CH:24]=3)[CH:12]=2)=[C:5]2[CH:6]=[CH:7][CH:8]=[CH:9][N:4]2[N:3]=1. (5) Given the reactants [OH-].[K+].[Cl:3][C:4]1[CH:5]=[CH:6][C:7]2[N:8]([N:10]=[C:11]([C:24]3[CH:29]=[CH:28][CH:27]=[CH:26][CH:25]=3)[C:12]=2[CH2:13][C:14]2[N:19]=[C:18]([C:20]([O:22]C)=[O:21])[CH:17]=[CH:16][CH:15]=2)[CH:9]=1.Cl, predict the reaction product. The product is: [Cl:3][C:4]1[CH:5]=[CH:6][C:7]2[N:8]([N:10]=[C:11]([C:24]3[CH:25]=[CH:26][CH:27]=[CH:28][CH:29]=3)[C:12]=2[CH2:13][C:14]2[N:19]=[C:18]([C:20]([OH:22])=[O:21])[CH:17]=[CH:16][CH:15]=2)[CH:9]=1. (6) Given the reactants [S:1]([O-:5])([O-:4])(=[O:3])=[O:2].[NH4+:6].[NH4+].[Cl-:8].[Na+:9], predict the reaction product. The product is: [Cl-:8].[NH4+:6].[S:1]([O-:5])([O-:4])(=[O:3])=[O:2].[Na+:9].[Na+:9]. (7) Given the reactants [O:1]1[C:5]2[CH:6]=[CH:7][C:8]([C:10]3([C:13]([NH:15][C:16]4[CH:17]=[C:18]5[C:22](=[CH:23][CH:24]=4)[NH:21][C:20]([C:25](O)=[O:26])=[CH:19]5)=[O:14])[CH2:12][CH2:11]3)=[CH:9][C:4]=2[O:3][CH2:2]1.[CH3:28][C:29]([NH2:32])([CH3:31])[CH3:30].C(N(CC)CC)C, predict the reaction product. The product is: [O:1]1[C:5]2[CH:6]=[CH:7][C:8]([C:10]3([C:13]([NH:15][C:16]4[CH:17]=[C:18]5[C:22](=[CH:23][CH:24]=4)[NH:21][C:20]([C:25]([NH:32][C:29]([CH3:31])([CH3:30])[CH3:28])=[O:26])=[CH:19]5)=[O:14])[CH2:12][CH2:11]3)=[CH:9][C:4]=2[O:3][CH2:2]1.